From a dataset of Forward reaction prediction with 1.9M reactions from USPTO patents (1976-2016). Predict the product of the given reaction. (1) Given the reactants [NH2:1][C:2]1[N:6]2[CH:7]=[C:8]([C:13]3[CH:18]=[CH:17][C:16]([Cl:19])=[CH:15][C:14]=3[Cl:20])[C:9]([C:11]#[N:12])=[CH:10][C:5]2=[N:4][CH:3]=1, predict the reaction product. The product is: [NH2:12][CH2:11][C:9]1[C:8]([C:13]2[CH:18]=[CH:17][C:16]([Cl:19])=[CH:15][C:14]=2[Cl:20])=[CH:7][N:6]2[C:2]([NH2:1])=[CH:3][N:4]=[C:5]2[CH:10]=1. (2) Given the reactants [F:1][C:2]([F:7])([F:6])[C:3]([OH:5])=[O:4].C(OC([N:15]1[CH2:24][CH2:23][C:22]2[N:21]=[CH:20][C:19]([N+:25]([O-:27])=[O:26])=[CH:18][C:17]=2[CH2:16]1)=O)(C)(C)C, predict the reaction product. The product is: [F:1][C:2]([F:7])([F:6])[C:3]([O-:5])=[O:4].[N+:25]([C:19]1[CH:20]=[N:21][C:22]2[CH2:23][CH2:24][NH2+:15][CH2:16][C:17]=2[CH:18]=1)([O-:27])=[O:26]. (3) Given the reactants [OH:1][C:2]1[CH:7]=[CH:6][C:5]([O:8][CH3:9])=[CH:4][C:3]=1[C:10](=O)[CH3:11].Br[CH2:14][C:15]([C:17]1[CH:22]=[CH:21][CH:20]=[CH:19][CH:18]=1)=[O:16].C(=O)([O-])[O-].[Cs+].[Cs+], predict the reaction product. The product is: [CH3:9][O:8][C:5]1[CH:6]=[CH:7][C:2]2[O:1][C:14]([C:15]([C:17]3[CH:22]=[CH:21][CH:20]=[CH:19][CH:18]=3)=[O:16])=[C:10]([CH3:11])[C:3]=2[CH:4]=1. (4) Given the reactants [NH:1]([C:3]1[C:8]([CH3:9])=[CH:7][C:6]([N+:10]([O-:12])=[O:11])=[CH:5][N:4]=1)[NH2:2].[CH3:13][C:14](OC(C)=O)=[O:15], predict the reaction product. The product is: [CH3:9][C:8]1[C:3]([NH:1][NH:2][C:14](=[O:15])[CH3:13])=[N:4][CH:5]=[C:6]([N+:10]([O-:12])=[O:11])[CH:7]=1.